This data is from Reaction yield outcomes from USPTO patents with 853,638 reactions. The task is: Predict the reaction yield, written as a fraction of the theoretical maximum amount of product (1.0 means a 100% yield; for example, 0.34 means a 34% yield). (1) The reactants are C[N:2](C)[CH:3]=[CH:4][C:5]([C:7]1[C:12](=[O:13])[C:11]([O:14][CH3:15])=[CH:10][N:9]([C:16]2[CH:21]=[CH:20][CH:19]=[C:18]([C:22]([F:25])([F:24])[F:23])[CH:17]=2)[N:8]=1)=O.[C:27]1([NH:33]N)[CH:32]=[CH:31][CH:30]=[CH:29][CH:28]=1. The catalyst is CC(O)=O. The product is [CH3:15][O:14][C:11]1[C:12](=[O:13])[C:7]([C:5]2[N:33]([C:27]3[CH:32]=[CH:31][CH:30]=[CH:29][CH:28]=3)[N:2]=[CH:3][CH:4]=2)=[N:8][N:9]([C:16]2[CH:21]=[CH:20][CH:19]=[C:18]([C:22]([F:24])([F:23])[F:25])[CH:17]=2)[CH:10]=1. The yield is 0.710. (2) The reactants are [CH2:1]([S:9][CH2:10][CH2:11][CH2:12][C:13]([OH:15])=O)[CH2:2][C:3]1[CH:8]=[CH:7][CH:6]=[CH:5][CH:4]=1.C([O-])([O-])=O.[K+].[K+].[Cl-].Cl.[NH2:24][OH:25].C(N(C(C)C)CC)(C)C.Cl. The catalyst is C(Cl)Cl.CCOC(C)=O.CN(C=O)C.O.CO. The product is [OH:25][NH:24][C:13](=[O:15])[CH2:12][CH2:11][CH2:10][S:9][CH2:1][CH2:2][C:3]1[CH:8]=[CH:7][CH:6]=[CH:5][CH:4]=1. The yield is 0.490. (3) The reactants are C([O:8][C:9]1[CH:36]=[CH:35][C:12]([CH2:13][N:14]([CH2:27][CH2:28][C:29]2[CH:34]=[CH:33][CH:32]=[CH:31][N:30]=2)[C:15](=[O:26])[CH2:16][CH2:17][CH2:18][CH2:19][C:20]2[CH:25]=[CH:24][CH:23]=[CH:22][CH:21]=2)=[CH:11][C:10]=1[O:37][CH3:38])C1C=CC=CC=1. The catalyst is CO.[Pd]. The product is [OH:8][C:9]1[CH:36]=[CH:35][C:12]([CH2:13][N:14]([CH2:27][CH2:28][C:29]2[CH:34]=[CH:33][CH:32]=[CH:31][N:30]=2)[C:15](=[O:26])[CH2:16][CH2:17][CH2:18][CH2:19][C:20]2[CH:25]=[CH:24][CH:23]=[CH:22][CH:21]=2)=[CH:11][C:10]=1[O:37][CH3:38]. The yield is 0.970. (4) The reactants are [CH3:1][O:2][C:3]([CH:5]1[N:9]2[C:10](=[O:30])[C:11]([CH:28]=[O:29])=[C:12]([CH2:17][C:18]3[C:27]4[C:22](=[CH:23][CH:24]=[CH:25][CH:26]=4)[CH:21]=[CH:20][CH:19]=3)[C:13]([CH:14]3[CH2:16][CH2:15]3)=[C:8]2[S:7][CH2:6]1)=[O:4].[O-:31]Cl=O.[Na+].Cl. The catalyst is CS(C)=O.O. The product is [CH3:1][O:2][C:3]([C@H:5]1[N:9]2[C:10](=[O:30])[C:11]([C:28]([OH:31])=[O:29])=[C:12]([CH2:17][C:18]3[C:27]4[C:22](=[CH:23][CH:24]=[CH:25][CH:26]=4)[CH:21]=[CH:20][CH:19]=3)[C:13]([CH:14]3[CH2:16][CH2:15]3)=[C:8]2[S:7][CH2:6]1)=[O:4]. The yield is 0.980. (5) The reactants are Br[C:2]1[CH:3]=[C:4]2[C:8](=[CH:9][C:10]=1[F:11])[N:7]([CH:12]1[CH2:17][CH2:16][CH2:15][CH2:14][O:13]1)[N:6]=[CH:5]2.[CH3:18][C:19]1([CH3:35])[C:23]([CH3:25])([CH3:24])[O:22][B:21]([B:21]2[O:22][C:23]([CH3:25])([CH3:24])[C:19]([CH3:35])([CH3:18])[O:20]2)[O:20]1.CC([O-])=O.[K+]. The catalyst is O1CCOCC1.C1C=CC(P(C2C=CC=CC=2)[C-]2C=CC=C2)=CC=1.C1C=CC(P(C2C=CC=CC=2)[C-]2C=CC=C2)=CC=1.Cl[Pd]Cl.[Fe+2]. The product is [F:11][C:10]1[CH:9]=[C:8]2[C:4]([CH:5]=[N:6][N:7]2[CH:12]2[CH2:17][CH2:16][CH2:15][CH2:14][O:13]2)=[CH:3][C:2]=1[B:21]1[O:22][C:23]([CH3:25])([CH3:24])[C:19]([CH3:35])([CH3:18])[O:20]1. The yield is 0.374. (6) The yield is 0.280. No catalyst specified. The product is [Cl:1][C:2]1[N:3]=[C:4]([C:9]([NH:11][C@@H:12]2[CH2:17][CH2:16][N:15]([C:18]3[S:38][C:39]4[C:45]([C:46]([O:48][CH2:49][CH3:50])=[O:47])=[CH:44][CH:43]=[CH:42][C:40]=4[N:41]=3)[CH2:14][C@H:13]2[NH:25][CH:26]([CH3:27])[CH3:28])=[O:10])[NH:5][C:6]=1[CH2:7][CH3:8]. The reactants are [Cl:1][C:2]1[N:3]=[C:4]([C:9]([NH:11][C@@H:12]2[CH2:17][CH2:16][N:15]([C:18](OC(C)(C)C)=O)[CH2:14][C@H:13]2[NH:25][CH:26]([CH3:28])[CH3:27])=[O:10])[NH:5][C:6]=1[CH2:7][CH3:8].Cl.O1CCOCC1.BrC1[S:38][C:39]2[C:45]([C:46]([O:48][CH2:49][CH3:50])=[O:47])=[CH:44][CH:43]=[CH:42][C:40]=2[N:41]=1.C(=O)([O-])[O-].[Na+].[Na+].